Dataset: Reaction yield outcomes from USPTO patents with 853,638 reactions. Task: Predict the reaction yield, written as a fraction of the theoretical maximum amount of product (1.0 means a 100% yield; for example, 0.34 means a 34% yield). (1) The reactants are [CH3:1][C:2]1[C:7]([C:8]#[N:9])=[C:6](Cl)[N:5]=[C:4]([CH3:11])[CH:3]=1.O.O.O.[O-:15][C:16]1[CH:21]=[CH:20][CH:19]=[CH:18][CH:17]=1.[Na+]. The catalyst is C1COCC1. The product is [CH3:1][C:2]1[C:7]([C:8]#[N:9])=[C:6]([O:15][C:16]2[CH:21]=[CH:20][CH:19]=[CH:18][CH:17]=2)[N:5]=[C:4]([CH3:11])[CH:3]=1. The yield is 0.900. (2) No catalyst specified. The reactants are [CH3:1][O:2][C:3]([C:5]1[CH:14]=[C:13]2[C:8]([CH:9]=[CH:10][NH:11][C:12]2=[O:15])=[CH:7][CH:6]=1)=[O:4].[CH3:16][S:17]([C:20]1[CH:27]=[CH:26][C:23]([CH2:24]Cl)=[CH:22][CH:21]=1)(=[O:19])=[O:18]. The product is [CH3:1][O:2][C:3]([C:5]1[CH:14]=[C:13]2[C:8]([CH:9]=[CH:10][N:11]([CH2:24][C:23]3[CH:22]=[CH:21][C:20]([S:17]([CH3:16])(=[O:19])=[O:18])=[CH:27][CH:26]=3)[C:12]2=[O:15])=[CH:7][CH:6]=1)=[O:4]. The yield is 0.868. (3) The reactants are [NH:1]1[C:5]([C:6]2[CH:14]=[CH:13][C:9]([C:10]([O-])=[O:11])=[CH:8][CH:7]=2)=[N:4][N:3]=[N:2]1.O.[NH2:16][NH2:17]. The catalyst is C(O)C. The product is [NH:1]1[C:5]([C:6]2[CH:14]=[CH:13][C:9]([C:10]([NH:16][NH2:17])=[O:11])=[CH:8][CH:7]=2)=[N:4][N:3]=[N:2]1. The yield is 0.470.